This data is from Full USPTO retrosynthesis dataset with 1.9M reactions from patents (1976-2016). The task is: Predict the reactants needed to synthesize the given product. (1) Given the product [ClH:1].[OH:16][C:15]1[C:10]2[CH2:9][CH2:8][NH:7][C:6]3[CH:43]=[C:2]([N:61]4[CH2:62][CH2:63][N:58]([CH3:57])[CH2:59][CH2:60]4)[CH:3]=[CH:4][C:5]=3[C:11]=2[NH:12][C:13](=[O:21])[C:14]=1[C:17]([OH:19])=[O:18], predict the reactants needed to synthesize it. The reactants are: [Cl:1][C:2]1[CH:3]=[CH:4][C:5]2[C:11]3[N:12](CC4C=CC(OC)=CC=4OC)[C:13](=[O:21])[C:14]([C:17]([O:19]C)=[O:18])=[C:15]([OH:16])[C:10]=3[CH2:9][CH2:8][N:7](C(OCC3C=CC=CC=3)=O)[C:6]=2[CH:43]=1.CC([O-])(C)C.[Na+].C1(C)C=CC=CC=1.[CH3:57][N:58]1[CH2:63][CH2:62][NH:61][CH2:60][CH2:59]1. (2) Given the product [CH2:20]([O:27][C:28]1[CH:33]=[C:32]([CH:31]=[CH:30][C:29]=1[N+:36]([O-:38])=[O:37])[CH2:34][CH:14]1[CH2:15][CH2:16][CH2:17][CH2:18][C:13]1=[O:19])[C:21]1[CH:26]=[CH:25][CH:24]=[CH:23][CH:22]=1, predict the reactants needed to synthesize it. The reactants are: C(NC(C)C)(C)C.C([Li])CCC.[C:13]1(=[O:19])[CH2:18][CH2:17][CH2:16][CH2:15][CH2:14]1.[CH2:20]([O:27][C:28]1[CH:33]=[C:32]([CH2:34]Br)[CH:31]=[CH:30][C:29]=1[N+:36]([O-:38])=[O:37])[C:21]1[CH:26]=[CH:25][CH:24]=[CH:23][CH:22]=1.C([O-])(O)=O.[Na+]. (3) Given the product [CH3:18][O:19][C:20]1[CH:21]=[C:22]([C@@H:26]([NH:28][CH2:16][CH2:15][C:2]2([OH:1])[CH2:14][CH2:13][C:5]3([O:6][CH2:7][C:8]([CH3:12])([CH3:11])[CH2:9][O:10]3)[CH2:4][CH2:3]2)[CH3:27])[CH:23]=[CH:24][CH:25]=1, predict the reactants needed to synthesize it. The reactants are: [OH:1][C:2]1([CH2:15][CH:16]=O)[CH2:14][CH2:13][C:5]2([O:10][CH2:9][C:8]([CH3:12])([CH3:11])[CH2:7][O:6]2)[CH2:4][CH2:3]1.[CH3:18][O:19][C:20]1[CH:21]=[C:22]([C@@H:26]([NH2:28])[CH3:27])[CH:23]=[CH:24][CH:25]=1. (4) Given the product [Br:3][C:4]1[CH:5]=[CH:6][C:7]([CH:10]2[CH2:11][CH2:12][CH2:13][NH:14]2)=[CH:8][CH:9]=1, predict the reactants needed to synthesize it. The reactants are: [BH4-].[Na+].[Br:3][C:4]1[CH:9]=[CH:8][C:7]([C:10]2[CH2:11][CH2:12][CH2:13][N:14]=2)=[CH:6][CH:5]=1. (5) The reactants are: C(Cl)(=O)C(Cl)=O.CS(C)=O.[Cl:11][C:12]1[CH:29]=[CH:28][CH:27]=[C:26]([Cl:30])[C:13]=1[CH2:14][CH:15]1[CH2:19][CH2:18][N:17]([C:20]([CH3:24])([CH3:23])[CH2:21][OH:22])[C:16]1=[O:25].C(N(CC)CC)C. Given the product [Cl:11][C:12]1[CH:29]=[CH:28][CH:27]=[C:26]([Cl:30])[C:13]=1[CH2:14][CH:15]1[CH2:19][CH2:18][N:17]([C:20]([CH3:24])([CH3:23])[CH:21]=[O:22])[C:16]1=[O:25], predict the reactants needed to synthesize it. (6) Given the product [I:7][C:8]1[CH:13]=[CH:12][C:11]([C:6]#[C:5][Si:2]([CH3:4])([CH3:3])[CH3:1])=[CH:10][CH:9]=1, predict the reactants needed to synthesize it. The reactants are: [CH3:1][Si:2]([C:5]#[CH:6])([CH3:4])[CH3:3].[I:7][C:8]1[CH:13]=[CH:12][C:11](I)=[CH:10][CH:9]=1. (7) Given the product [CH3:17][C:9]1[N:8]([C:6]2[N:5]=[C:4]([NH:18][C:21]3[CH:22]=[CH:23][C:24]([CH3:27])=[CH:25][CH:26]=3)[N:3]=[C:2]([NH2:29])[CH:7]=2)[C:12]2[CH:13]=[CH:14][CH:15]=[CH:16][C:11]=2[N:10]=1, predict the reactants needed to synthesize it. The reactants are: Cl[C:2]1[CH:7]=[C:6]([N:8]2[C:12]3[CH:13]=[CH:14][CH:15]=[CH:16][C:11]=3[N:10]=[C:9]2[CH3:17])[N:5]=[C:4]([N:18]([C:21]2[CH:26]=[CH:25][C:24]([CH3:27])=[CH:23][CH:22]=2)C=O)[N:3]=1.[OH-].[NH4+:29].O. (8) Given the product [F:18][C:19]1[CH:20]=[C:21]([CH:24]=[CH:25][C:26]=1[C:27]1[S:28][C:29]2[C:34]([N:35]=1)=[CH:33][CH:32]=[C:31]([C:36]1([C:39]3[CH:40]=[CH:41][CH:42]=[CH:43][CH:44]=3)[CH2:37][CH2:38]1)[N:30]=2)[CH2:22][NH:7][CH2:6][C:5]([O:4][CH2:2][CH3:3])=[O:8], predict the reactants needed to synthesize it. The reactants are: Cl.[CH2:2]([O:4][C:5](=[O:8])[CH2:6][NH2:7])[CH3:3].C(N(C(C)C)CC)(C)C.[F:18][C:19]1[CH:20]=[C:21]([CH:24]=[CH:25][C:26]=1[C:27]1[S:28][C:29]2[C:34]([N:35]=1)=[CH:33][CH:32]=[C:31]([C:36]1([C:39]3[CH:44]=[CH:43][CH:42]=[CH:41][CH:40]=3)[CH2:38][CH2:37]1)[N:30]=2)[CH:22]=O.[Na].